Dataset: Catalyst prediction with 721,799 reactions and 888 catalyst types from USPTO. Task: Predict which catalyst facilitates the given reaction. (1) Reactant: [C:1]([O:9][C:10]1[CH:11]=[C:12]([Cl:18])[C:13]([OH:17])=[C:14]([I:16])[CH:15]=1)(=[O:8])[C:2]1[CH:7]=[CH:6][CH:5]=[CH:4][CH:3]=1.[F:19][C:20]([F:33])([F:32])[C:21]1[CH:22]=[CH:23][C:24]([O:27][CH2:28][CH2:29][CH2:30]O)=[N:25][CH:26]=1.C1(P(C2C=CC=CC=2)C2C=CC=CC=2)C=CC=CC=1.N(C(OCC)=O)=NC(OCC)=O. Product: [C:1]([O:9][C:10]1[CH:11]=[C:12]([Cl:18])[C:13]([O:17][CH2:30][CH2:29][CH2:28][O:27][C:24]2[CH:23]=[CH:22][C:21]([C:20]([F:33])([F:19])[F:32])=[CH:26][N:25]=2)=[C:14]([I:16])[CH:15]=1)(=[O:8])[C:2]1[CH:3]=[CH:4][CH:5]=[CH:6][CH:7]=1. The catalyst class is: 7. (2) Reactant: [Si](O[C@@H]1[C@@H](CO[Si](C(C)(C)C)(C)C)O[C@@H](N2C3N=CN=C(OC4C=CC([N+]([O-])=O)=CC=4)C=3N=C2)C1)(C(C)(C)C)(C)C.N1(O[C:52]2[C:53]3[N:54]=[CH:55][N:56]([C:87]=3[N:88]=[CH:89][N:90]=2)[C@@H:57]2[O:86][C@H:76]([CH2:77][O:78][Si:79]([C:82]([CH3:85])([CH3:84])[CH3:83])([CH3:81])[CH3:80])[C@@H:67]([O:68][Si:69]([C:72]([CH3:75])([CH3:74])[CH3:73])([CH3:71])[CH3:70])[C@H:58]2[O:59][Si:60]([C:63]([CH3:66])([CH3:65])[CH3:64])([CH3:62])[CH3:61])C2C=CC=CC=2N=N1.C([O-])([O-])=O.[Cs+].[Cs+].[OH:97][C:98]1[CH:99]=[CH:100][CH:101]=[C:102]2[C:107]=1[N:106]=[CH:105][CH:104]=[CH:103]2. Product: [N:106]1[C:107]2[C:102](=[CH:101][CH:100]=[CH:99][C:98]=2[O:97][C:52]2[C:53]3[N:54]=[CH:55][N:56]([C:87]=3[N:88]=[CH:89][N:90]=2)[C@@H:57]2[O:86][C@H:76]([CH2:77][O:78][Si:79]([C:82]([CH3:85])([CH3:84])[CH3:83])([CH3:81])[CH3:80])[C@@H:67]([O:68][Si:69]([C:72]([CH3:73])([CH3:74])[CH3:75])([CH3:70])[CH3:71])[C@H:58]2[O:59][Si:60]([C:63]([CH3:66])([CH3:65])[CH3:64])([CH3:61])[CH3:62])[CH:103]=[CH:104][CH:105]=1. The catalyst class is: 57. (3) Reactant: [F:1][C:2]1([F:22])[CH2:7][CH2:6][CH:5]([CH2:8][NH:9][C:10]([C:12]2[C:20]3[C:15](=[CH:16][CH:17]=[CH:18][C:19]=3[Cl:21])[NH:14][CH:13]=2)=[O:11])[CH2:4][CH2:3]1.[F:23][C:24]1([F:30])[CH2:27][CH:26]([CH2:28]O)[CH2:25]1.C(P(=CC#N)(CCCC)CCCC)CCC. Product: [Cl:21][C:19]1[CH:18]=[CH:17][CH:16]=[C:15]2[C:20]=1[C:12]([C:10]([NH:9][CH2:8][CH:5]1[CH2:6][CH2:7][C:2]([F:1])([F:22])[CH2:3][CH2:4]1)=[O:11])=[CH:13][N:14]2[CH2:28][CH:26]1[CH2:27][C:24]([F:30])([F:23])[CH2:25]1. The catalyst class is: 11. (4) Reactant: [C:1]([O:4][C@H:5]1[O:19][C@H:18]([CH2:20][O:21][C:22](=[O:24])[CH3:23])[C@@H:13]([O:14][C:15](=[O:17])[CH3:16])[C@H:11]([OH:12])[C@@H:6]1[O:7][C:8](=[O:10])[CH3:9])(=[O:3])[CH3:2].ClC(O[C:29]1[CH:34]=[CH:33][C:32]([N+:35]([O-:37])=[O:36])=[CH:31][CH:30]=1)=O.C([O:41][CH2:42]C)(=O)C.O.[N:45]1C=CC=CC=1. Product: [C:1]([O:4][C@H:5]1[O:19][C@H:18]([CH2:20][O:21][C:22](=[O:24])[CH3:23])[C@@H:13]([O:14][C:15](=[O:17])[CH3:16])[C@H:11]([O:12][C:42](=[O:41])[NH:45][C:29]2[CH:30]=[CH:31][C:32]([N+:35]([O-:37])=[O:36])=[CH:33][CH:34]=2)[C@@H:6]1[O:7][C:8](=[O:10])[CH3:9])(=[O:3])[CH3:2]. The catalyst class is: 142. (5) Reactant: C1(P(C2C=CC=CC=2)C2C=CC=CC=2)C=CC=CC=1.Br[C:21]1[CH:26]=[CH:25][CH:24]=[C:23]([Br:27])[N:22]=1.[C:28]1([C@@H:34]([NH:36][C:37](=[O:40])[CH:38]=[CH2:39])[CH3:35])[CH:33]=[CH:32][CH:31]=[CH:30][CH:29]=1.C(N(CC)CC)C. Product: [Br:27][C:23]1[N:22]=[C:21](/[CH:39]=[CH:38]/[C:37]([NH:36][C@H:34]([C:28]2[CH:29]=[CH:30][CH:31]=[CH:32][CH:33]=2)[CH3:35])=[O:40])[CH:26]=[CH:25][CH:24]=1. The catalyst class is: 274.